From a dataset of Full USPTO retrosynthesis dataset with 1.9M reactions from patents (1976-2016). Predict the reactants needed to synthesize the given product. (1) Given the product [N:5]([C:6]1[CH:18]=[C:17]2[C:9]([C:10]3[CH:11]=[CH:12][CH:13]=[C:14]([C:20]([NH:22][C:23]4[CH:28]=[CH:27][CH:26]=[CH:25][C:24]=4[N:29]4[CH:33]=[CH:32][CH:31]=[N:30]4)=[O:21])[C:15]=3[C:16]2=[O:19])=[CH:8][CH:7]=1)=[N+:34]=[N-:35], predict the reactants needed to synthesize it. The reactants are: N([O-])=O.[Na+].[NH2:5][C:6]1[CH:18]=[C:17]2[C:9]([C:10]3[CH:11]=[CH:12][CH:13]=[C:14]([C:20]([NH:22][C:23]4[CH:28]=[CH:27][CH:26]=[CH:25][C:24]=4[N:29]4[CH:33]=[CH:32][CH:31]=[N:30]4)=[O:21])[C:15]=3[C:16]2=[O:19])=[CH:8][CH:7]=1.[N-:34]=[N+:35]=[N-].[Na+]. (2) Given the product [CH2:32]([N:29]1[CH2:30][C@H:31]2[C@H:24]([NH2:21])[CH2:25][CH2:26][C@H:27]2[CH2:28]1)[C:33]1[CH:34]=[CH:35][CH:36]=[CH:37][CH:38]=1, predict the reactants needed to synthesize it. The reactants are: C1(P(C2C=CC=CC=2)C2C=CC=CC=2)C=CC=CC=1.O.[N:21]([C@H:24]1[C@H:31]2[C@H:27]([CH2:28][N:29]([CH2:32][C:33]3[CH:38]=[CH:37][CH:36]=[CH:35][CH:34]=3)[CH2:30]2)[CH2:26][CH2:25]1)=[N+]=[N-]. (3) Given the product [F:28][C:23]1[CH:22]=[CH:21][C:20]([C:18]2[N:14]([CH3:13])[N:15]=[CH:16][CH:17]=2)=[CH:27][C:24]=1[C:25]#[N:26], predict the reactants needed to synthesize it. The reactants are: C(NC(C)C)(C)C.C([Li])CCC.[CH3:13][N:14]1[CH:18]=[CH:17][CH:16]=[N:15]1.Br[C:20]1[CH:21]=[CH:22][C:23]([F:28])=[C:24]([CH:27]=1)[C:25]#[N:26]. (4) Given the product [C:1]([O:5][C:6](=[O:38])[C:7]([S:10][C:11]1[S:12][CH:13]=[C:14]([CH2:16][CH2:17][NH:18][C:31]2[CH:32]=[CH:33][C:34]([Cl:37])=[CH:35][CH:36]=2)[N:15]=1)([CH3:9])[CH3:8])([CH3:2])([CH3:3])[CH3:4], predict the reactants needed to synthesize it. The reactants are: [C:1]([O:5][C:6](=[O:38])[C:7]([S:10][C:11]1[S:12][CH:13]=[C:14]([CH2:16][CH2:17][N:18]([C:31]2[CH:36]=[CH:35][C:34]([Cl:37])=[CH:33][CH:32]=2)S(C2C=CC=CC=2[N+]([O-])=O)(=O)=O)[N:15]=1)([CH3:9])[CH3:8])([CH3:4])([CH3:3])[CH3:2].C1(S)C=CC=CC=1.C(=O)([O-])[O-].[K+].[K+].O. (5) Given the product [OH:28][CH2:29][C:27]1([N:30]2[CH:34]=[N:33][CH:32]=[N:31]2)[CH:24]([C:18]2[CH:23]=[CH:22][CH:21]=[CH:20][CH:19]=2)[CH2:25][O:26]1, predict the reactants needed to synthesize it. The reactants are: [O-]S(C(F)(F)F)(=O)=O.[Mg+2].[O-]S(C(F)(F)F)(=O)=O.[C:18]1([CH:24]2[C:27]3([CH2:29][O:28]3)[O:26][CH2:25]2)[CH:23]=[CH:22][CH:21]=[CH:20][CH:19]=1.[NH:30]1[CH:34]=[N:33][CH:32]=[N:31]1. (6) Given the product [CH3:14][N:13]([CH3:15])[CH2:12][CH2:11][N:8]1[C:6]2[N:7]=[C:2]([C:26]3[CH:27]=[CH:28][C:23]([NH2:22])=[CH:24][CH:25]=3)[N:3]=[C:4]([N:16]3[CH2:21][CH2:20][O:19][CH2:18][CH2:17]3)[C:5]=2[CH:10]=[CH:9]1, predict the reactants needed to synthesize it. The reactants are: Cl[C:2]1[N:3]=[C:4]([N:16]2[CH2:21][CH2:20][O:19][CH2:18][CH2:17]2)[C:5]2[CH:10]=[CH:9][N:8]([CH2:11][CH2:12][N:13]([CH3:15])[CH3:14])[C:6]=2[N:7]=1.[NH2:22][C:23]1[CH:28]=[CH:27][C:26](B2OC(C)(C)C(C)(C)O2)=[CH:25][CH:24]=1. (7) Given the product [N:1]1[C:2]2[CH:7]=[CH:6][CH:5]=[N:4][C:3]=2[C:8]([OH:10])=[N:13][CH:11]=1, predict the reactants needed to synthesize it. The reactants are: [NH2:1][C:2]1[C:3]([C:8]([OH:10])=O)=[N:4][CH:5]=[CH:6][CH:7]=1.[CH:11]([NH2:13])=O.